Predict the product of the given reaction. From a dataset of Forward reaction prediction with 1.9M reactions from USPTO patents (1976-2016). (1) Given the reactants [N+:1]([C:4]1[CH:9]=[CH:8][C:7]([S:10]([O:13][CH2:14][CH:15]2[CH2:17][C:16]2([F:19])[F:18])(=[O:12])=[O:11])=[CH:6][CH:5]=1)([O-:3])=[O:2], predict the reaction product. The product is: [N+:1]([C:4]1[CH:5]=[CH:6][C:7]([S:10]([O:13][CH2:14][C@H:15]2[CH2:17][C:16]2([F:19])[F:18])(=[O:11])=[O:12])=[CH:8][CH:9]=1)([O-:3])=[O:2]. (2) Given the reactants [C:1]([CH2:4][CH2:5][CH2:6][N:7]([CH3:67])[C@H:8]([C:12]([NH:14][C@H:15]([C:19]([N:21]([C@@H:23]([C@@H:63]([CH3:66])[CH2:64][CH3:65])[C@H:24]([O:61][CH3:62])[CH2:25][C:26]([N:28]1[CH2:32][CH2:31][CH2:30][C@H:29]1[C@H:33]([O:59][CH3:60])[C@@H:34]([CH3:58])[C:35](=[O:57])[NH:36][C@H:37](/[CH:45]=[CH:46]/[C:47]1[CH:52]=[CH:51][C:50]([S:53]([OH:56])(=[O:55])=[O:54])=[CH:49][CH:48]=1)[CH2:38][C:39]1[CH:44]=[CH:43][CH:42]=[CH:41][CH:40]=1)=[O:27])[CH3:22])=[O:20])[CH:16]([CH3:18])[CH3:17])=[O:13])[CH:9]([CH3:11])[CH3:10])([OH:3])=[O:2].O[N:69]1[C:73](=[O:74])[CH2:72][CH2:71][C:70]1=[O:75].CCN=C=NCCCN(C)C.CCN(C(C)C)C(C)C, predict the reaction product. The product is: [O:75]=[C:70]1[CH2:71][CH2:72][C:73](=[O:74])[N:69]1[O:2][C:1](=[O:3])[CH2:4][CH2:5][CH2:6][N:7]([CH3:67])[C@H:8]([C:12]([NH:14][C@H:15]([C:19]([N:21]([C@@H:23]([C@@H:63]([CH3:66])[CH2:64][CH3:65])[C@H:24]([O:61][CH3:62])[CH2:25][C:26]([N:28]1[CH2:32][CH2:31][CH2:30][C@H:29]1[C@H:33]([O:59][CH3:60])[C@@H:34]([CH3:58])[C:35](=[O:57])[NH:36][C@H:37](/[CH:45]=[CH:46]/[C:47]1[CH:48]=[CH:49][C:50]([S:53]([OH:56])(=[O:55])=[O:54])=[CH:51][CH:52]=1)[CH2:38][C:39]1[CH:40]=[CH:41][CH:42]=[CH:43][CH:44]=1)=[O:27])[CH3:22])=[O:20])[CH:16]([CH3:18])[CH3:17])=[O:13])[CH:9]([CH3:11])[CH3:10]. (3) Given the reactants [CH2:1]([O:8][C:9]1[CH:18]=[C:17]2[C:12]([C:13]([NH:22][CH2:23][CH2:24][CH2:25][CH2:26][NH:27][C:28](=[O:34])[O:29][C:30]([CH3:33])([CH3:32])[CH3:31])=[C:14]([N+:19]([O-])=O)[CH:15]=[N:16]2)=[CH:11][CH:10]=1)[C:2]1[CH:7]=[CH:6][CH:5]=[CH:4][CH:3]=1.CC(O)C.[H][H], predict the reaction product. The product is: [NH2:19][C:14]1[CH:15]=[N:16][C:17]2[C:12]([C:13]=1[NH:22][CH2:23][CH2:24][CH2:25][CH2:26][NH:27][C:28](=[O:34])[O:29][C:30]([CH3:33])([CH3:32])[CH3:31])=[CH:11][CH:10]=[C:9]([O:8][CH2:1][C:2]1[CH:3]=[CH:4][CH:5]=[CH:6][CH:7]=1)[CH:18]=2.